Dataset: Forward reaction prediction with 1.9M reactions from USPTO patents (1976-2016). Task: Predict the product of the given reaction. Given the reactants [CH2:1]([O:8][C:9]1[C:18]2[C:13](=[CH:14][CH:15]=[CH:16][CH:17]=2)[CH:12]=[C:11]([CH2:19][OH:20])[CH:10]=1)[C:2]1[CH:7]=[CH:6][CH:5]=[CH:4][CH:3]=1, predict the reaction product. The product is: [CH2:1]([O:8][C:9]1[C:18]2[C:13](=[CH:14][CH:15]=[CH:16][CH:17]=2)[CH:12]=[C:11]([CH:19]=[O:20])[CH:10]=1)[C:2]1[CH:3]=[CH:4][CH:5]=[CH:6][CH:7]=1.